This data is from Forward reaction prediction with 1.9M reactions from USPTO patents (1976-2016). The task is: Predict the product of the given reaction. (1) The product is: [NH2:1][C:2]1[C:3]([F:23])=[CH:4][C:5]([Cl:22])=[C:6]([C:8]2[C:9](=[O:21])[N:10]([CH2:19][CH3:20])[C:11]3[C:16]([CH:17]=2)=[CH:15][N:14]=[C:13]([NH:14][CH2:13][CH2:12][CH2:11][N:10]2[CH2:19][CH2:20][O:24][CH2:8][CH2:9]2)[CH:12]=3)[CH:7]=1. Given the reactants [NH2:1][C:2]1[C:3]([F:23])=[CH:4][C:5]([Cl:22])=[C:6]([C:8]2[C:9](=[O:21])[N:10]([CH2:19][CH3:20])[C:11]3[C:16]([CH:17]=2)=[CH:15][N:14]=[C:13](Cl)[CH:12]=3)[CH:7]=1.[OH2:24], predict the reaction product. (2) Given the reactants [Br:1][C:2]1[CH:3]=[C:4]([C:8]#[C:9][C:10](=O)[C:11]([CH3:14])([CH3:13])[CH3:12])[CH:5]=[N:6][CH:7]=1.[N:16]1[CH:21]=[CH:20][CH:19]=[CH:18][C:17]=1[C:22]([NH2:24])=[NH:23].C([O-])([O-])=O.[Na+].[Na+], predict the reaction product. The product is: [Br:1][C:2]1[CH:3]=[C:4]([C:8]2[CH:9]=[C:10]([C:11]([CH3:14])([CH3:13])[CH3:12])[N:24]=[C:22]([C:17]3[CH:18]=[CH:19][CH:20]=[CH:21][N:16]=3)[N:23]=2)[CH:5]=[N:6][CH:7]=1. (3) Given the reactants Cl[CH2:2][C:3]1[CH:8]=[CH:7][C:6]([N:9]2[C:17]3[CH2:16][CH2:15][CH2:14][CH2:13][C:12]=3[C:11]([C:18]([F:21])([F:20])[F:19])=[N:10]2)=[CH:5][CH:4]=1.[CH3:22][NH:23][C:24](=[O:27])[CH2:25][CH3:26], predict the reaction product. The product is: [CH3:22][N:23]([CH2:2][C:3]1[CH:8]=[CH:7][C:6]([N:9]2[C:17]3[CH2:16][CH2:15][CH2:14][CH2:13][C:12]=3[C:11]([C:18]([F:21])([F:20])[F:19])=[N:10]2)=[CH:5][CH:4]=1)[C:24](=[O:27])[CH2:25][CH3:26]. (4) The product is: [CH3:13][O:12][C:9]1[CH:10]=[C:11]2[C:6](=[CH:7][C:8]=1[O:14][CH3:15])[N:5]=[CH:4][CH:3]=[C:2]2[O:24][C:19]1[CH:20]=[CH:21][C:22]([CH3:23])=[C:17]([CH3:16])[CH:18]=1. Given the reactants Cl[C:2]1[C:11]2[C:6](=[CH:7][C:8]([O:14][CH3:15])=[C:9]([O:12][CH3:13])[CH:10]=2)[N:5]=[CH:4][CH:3]=1.[CH3:16][C:17]1[CH:18]=[C:19]([OH:24])[CH:20]=[CH:21][C:22]=1[CH3:23].[OH-].[Na+], predict the reaction product. (5) Given the reactants [CH:1]([NH:4][C:5]1[CH:12]=[CH:11][CH:10]=[C:9]([C:13]2[CH:18]=[CH:17][CH:16]=[CH:15][CH:14]=2)[C:6]=1[CH2:7][NH2:8])([CH3:3])[CH3:2].[C:19](Cl)(Cl)=[O:20].C1(C)C=CC=CC=1.C(N(CC)CC)C, predict the reaction product. The product is: [CH:1]([N:4]1[C:5]2[C:6](=[C:9]([C:13]3[CH:18]=[CH:17][CH:16]=[CH:15][CH:14]=3)[CH:10]=[CH:11][CH:12]=2)[CH2:7][NH:8][C:19]1=[O:20])([CH3:3])[CH3:2].